This data is from NCI-60 drug combinations with 297,098 pairs across 59 cell lines. The task is: Regression. Given two drug SMILES strings and cell line genomic features, predict the synergy score measuring deviation from expected non-interaction effect. (1) Drug 1: C1=C(C(=O)NC(=O)N1)F. Drug 2: C1C(C(OC1N2C=NC3=C2NC=NCC3O)CO)O. Cell line: SF-539. Synergy scores: CSS=37.9, Synergy_ZIP=-9.55, Synergy_Bliss=-19.6, Synergy_Loewe=-24.6, Synergy_HSA=-18.7. (2) Drug 1: CC(C)NC(=O)C1=CC=C(C=C1)CNNC.Cl. Drug 2: CC12CCC3C(C1CCC2OP(=O)(O)O)CCC4=C3C=CC(=C4)OC(=O)N(CCCl)CCCl.[Na+]. Cell line: NCI-H460. Synergy scores: CSS=-0.518, Synergy_ZIP=0.442, Synergy_Bliss=2.05, Synergy_Loewe=-1.43, Synergy_HSA=-1.48. (3) Drug 1: CN(CC1=CN=C2C(=N1)C(=NC(=N2)N)N)C3=CC=C(C=C3)C(=O)NC(CCC(=O)O)C(=O)O. Drug 2: C1CNP(=O)(OC1)N(CCCl)CCCl. Cell line: HOP-62. Synergy scores: CSS=9.87, Synergy_ZIP=0.797, Synergy_Bliss=-1.88, Synergy_Loewe=-30.7, Synergy_HSA=-6.88. (4) Drug 1: CCCS(=O)(=O)NC1=C(C(=C(C=C1)F)C(=O)C2=CNC3=C2C=C(C=N3)C4=CC=C(C=C4)Cl)F. Drug 2: COC1=C(C=C2C(=C1)N=CN=C2NC3=CC(=C(C=C3)F)Cl)OCCCN4CCOCC4. Cell line: MDA-MB-435. Synergy scores: CSS=44.3, Synergy_ZIP=5.37, Synergy_Bliss=8.28, Synergy_Loewe=-4.19, Synergy_HSA=10.2. (5) Drug 1: C1=NC2=C(N1)C(=S)N=CN2. Drug 2: C1CNP(=O)(OC1)N(CCCl)CCCl. Cell line: LOX IMVI. Synergy scores: CSS=65.8, Synergy_ZIP=0.103, Synergy_Bliss=-1.10, Synergy_Loewe=-55.5, Synergy_HSA=-1.02. (6) Drug 1: CCCCC(=O)OCC(=O)C1(CC(C2=C(C1)C(=C3C(=C2O)C(=O)C4=C(C3=O)C=CC=C4OC)O)OC5CC(C(C(O5)C)O)NC(=O)C(F)(F)F)O. Drug 2: C1CC(=O)NC(=O)C1N2C(=O)C3=CC=CC=C3C2=O. Cell line: UACC62. Synergy scores: CSS=43.6, Synergy_ZIP=1.68, Synergy_Bliss=1.97, Synergy_Loewe=-23.4, Synergy_HSA=0.602. (7) Drug 1: CC1CCC2CC(C(=CC=CC=CC(CC(C(=O)C(C(C(=CC(C(=O)CC(OC(=O)C3CCCCN3C(=O)C(=O)C1(O2)O)C(C)CC4CCC(C(C4)OC)O)C)C)O)OC)C)C)C)OC. Drug 2: CC(C)NC(=O)C1=CC=C(C=C1)CNNC.Cl. Cell line: LOX IMVI. Synergy scores: CSS=33.7, Synergy_ZIP=-2.31, Synergy_Bliss=-0.0557, Synergy_Loewe=-67.3, Synergy_HSA=-0.131. (8) Drug 1: C1C(C(OC1N2C=NC3=C(N=C(N=C32)Cl)N)CO)O. Drug 2: C1CC(=O)NC(=O)C1N2C(=O)C3=CC=CC=C3C2=O. Cell line: COLO 205. Synergy scores: CSS=40.7, Synergy_ZIP=0.0832, Synergy_Bliss=-1.36, Synergy_Loewe=-25.9, Synergy_HSA=-1.24.